This data is from NCI-60 drug combinations with 297,098 pairs across 59 cell lines. The task is: Regression. Given two drug SMILES strings and cell line genomic features, predict the synergy score measuring deviation from expected non-interaction effect. (1) Drug 1: C1=CC(=CC=C1CCCC(=O)O)N(CCCl)CCCl. Drug 2: CC1C(C(=O)NC(C(=O)N2CCCC2C(=O)N(CC(=O)N(C(C(=O)O1)C(C)C)C)C)C(C)C)NC(=O)C3=C4C(=C(C=C3)C)OC5=C(C(=O)C(=C(C5=N4)C(=O)NC6C(OC(=O)C(N(C(=O)CN(C(=O)C7CCCN7C(=O)C(NC6=O)C(C)C)C)C)C(C)C)C)N)C. Cell line: CAKI-1. Synergy scores: CSS=34.4, Synergy_ZIP=-0.851, Synergy_Bliss=-1.09, Synergy_Loewe=1.29, Synergy_HSA=-0.313. (2) Drug 1: COC1=NC(=NC2=C1N=CN2C3C(C(C(O3)CO)O)O)N. Drug 2: CC=C1C(=O)NC(C(=O)OC2CC(=O)NC(C(=O)NC(CSSCCC=C2)C(=O)N1)C(C)C)C(C)C. Cell line: A549. Synergy scores: CSS=13.7, Synergy_ZIP=3.26, Synergy_Bliss=2.22, Synergy_Loewe=-63.1, Synergy_HSA=-3.45. (3) Drug 1: CC12CCC(CC1=CCC3C2CCC4(C3CC=C4C5=CN=CC=C5)C)O. Drug 2: CN1C2=C(C=C(C=C2)N(CCCl)CCCl)N=C1CCCC(=O)O.Cl. Cell line: MALME-3M. Synergy scores: CSS=7.12, Synergy_ZIP=-3.24, Synergy_Bliss=1.72, Synergy_Loewe=-0.410, Synergy_HSA=0.943. (4) Drug 1: C1=NC2=C(N1)C(=S)N=C(N2)N. Drug 2: CC(C)CN1C=NC2=C1C3=CC=CC=C3N=C2N. Cell line: ACHN. Synergy scores: CSS=49.3, Synergy_ZIP=-3.43, Synergy_Bliss=-3.07, Synergy_Loewe=-4.40, Synergy_HSA=-2.35. (5) Drug 1: CN(C)N=NC1=C(NC=N1)C(=O)N. Drug 2: CC(C)NC(=O)C1=CC=C(C=C1)CNNC.Cl. Cell line: MCF7. Synergy scores: CSS=3.50, Synergy_ZIP=-1.01, Synergy_Bliss=-1.81, Synergy_Loewe=-4.59, Synergy_HSA=-3.41.